This data is from Catalyst prediction with 721,799 reactions and 888 catalyst types from USPTO. The task is: Predict which catalyst facilitates the given reaction. (1) Reactant: [Cl:1][C:2](=[CH2:5])C#N.[CH2:6]([NH:13][CH2:14][CH2:15][OH:16])[C:7]1[CH:12]=[CH:11][CH:10]=[CH:9][CH:8]=1.C[C:18](C)([O-:20])C.[K+].C1C[O:26]CC1. Product: [ClH:1].[CH2:6]([N:13]1[CH2:5][CH2:2][O:16][CH:15]([C:18]([OH:20])=[O:26])[CH2:14]1)[C:7]1[CH:12]=[CH:11][CH:10]=[CH:9][CH:8]=1. The catalyst class is: 11. (2) Reactant: [C:1]([O:5][C:6]([N:8]1[CH2:13][CH2:12][CH:11]([C:14](=O)[CH2:15][NH:16][C:17](=O)[CH2:18][C:19]2[CH:24]=[CH:23][CH:22]=[CH:21][CH:20]=2)[CH2:10][CH2:9]1)=[O:7])([CH3:4])([CH3:3])[CH3:2].COC1C=CC(P2(SP(C3C=CC(OC)=CC=3)(=S)S2)=[S:36])=CC=1.C(OCC)(=O)C.C(=O)(O)[O-].[Na+]. Product: [C:1]([O:5][C:6]([N:8]1[CH2:13][CH2:12][CH:11]([C:14]2[S:36][C:17]([CH2:18][C:19]3[CH:24]=[CH:23][CH:22]=[CH:21][CH:20]=3)=[N:16][CH:15]=2)[CH2:10][CH2:9]1)=[O:7])([CH3:4])([CH3:3])[CH3:2]. The catalyst class is: 308. (3) Reactant: [CH3:1][O:2][C:3]1[CH:4]=[C:5]2[C:9](=[CH:10][CH:11]=1)[NH:8][C:7]([CH3:12])=[C:6]2[CH2:13][C:14]([NH:16][C@H:17]([C:33]1[NH:34][C:35]([C:38]2[CH:47]=[CH:46][C:45]3[C:40](=[CH:41][CH:42]=[CH:43][CH:44]=3)[CH:39]=2)=[CH:36][N:37]=1)[CH2:18][CH2:19][CH2:20][CH2:21][NH:22]C(=O)OCC1C=CC=CC=1)=[O:15]. Product: [NH2:22][CH2:21][CH2:20][CH2:19][CH2:18][C@H:17]([NH:16][C:14](=[O:15])[CH2:13][C:6]1[C:5]2[C:9](=[CH:10][CH:11]=[C:3]([O:2][CH3:1])[CH:4]=2)[NH:8][C:7]=1[CH3:12])[C:33]1[NH:34][C:35]([C:38]2[CH:47]=[CH:46][C:45]3[C:40](=[CH:41][CH:42]=[CH:43][CH:44]=3)[CH:39]=2)=[CH:36][N:37]=1. The catalyst class is: 19. (4) Reactant: [Mg].II.Br[C:5]1[C:10]([O:11][CH3:12])=[CH:9][C:8]([CH2:13][O:14][CH:15]([O:17][CH2:18][CH2:19][CH3:20])[CH3:16])=[CH:7][C:6]=1[O:21][CH3:22].[B:23](OC)([O:26]C)[O:24]C.[Cl-].[NH4+].C(OC(C)C)(=O)C. Product: [CH3:22][O:21][C:6]1[CH:7]=[C:8]([CH2:13][O:14][CH:15]([O:17][CH2:18][CH2:19][CH3:20])[CH3:16])[CH:9]=[C:10]([O:11][CH3:12])[C:5]=1[B:23]([OH:26])[OH:24]. The catalyst class is: 7. (5) Reactant: [C:1]1([CH2:7][CH2:8][CH:9]=[CH:10][C:11]2[C:20]3[C:15](=[CH:16][CH:17]=[CH:18][CH:19]=3)[CH:14]=[CH:13][C:12]=2[C:21](O)=[O:22])[CH:6]=[CH:5][CH:4]=[CH:3][CH:2]=1.ON1C2C=CC=CC=2N=N1.C(N(CC)C(C)C)(C)C.Cl.[CH3:44][O:45][C:46](=[O:51])[C:47]([NH2:50])([CH3:49])[CH3:48]. Product: [CH3:44][O:45][C:46](=[O:51])[C:47]([CH3:49])([NH:50][C:21]([C:12]1[CH:13]=[CH:14][C:15]2[C:20](=[CH:19][CH:18]=[CH:17][CH:16]=2)[C:11]=1[CH:10]=[CH:9][CH2:8][CH2:7][C:1]1[CH:2]=[CH:3][CH:4]=[CH:5][CH:6]=1)=[O:22])[CH3:48]. The catalyst class is: 3. (6) Product: [Br:1][C:2]1[CH:3]=[C:4]2[C:9](=[CH:10][CH:11]=1)[CH2:8][C:7](=[N:14][OH:15])[CH2:6][CH2:5]2. The catalyst class is: 88. Reactant: [Br:1][C:2]1[CH:3]=[C:4]2[C:9](=[CH:10][CH:11]=1)[CH2:8][C:7](=O)[CH2:6][CH2:5]2.Cl.[NH2:14][OH:15].CC([O-])=O.[Na+].